From a dataset of CYP2C19 inhibition data for predicting drug metabolism from PubChem BioAssay. Regression/Classification. Given a drug SMILES string, predict its absorption, distribution, metabolism, or excretion properties. Task type varies by dataset: regression for continuous measurements (e.g., permeability, clearance, half-life) or binary classification for categorical outcomes (e.g., BBB penetration, CYP inhibition). Dataset: cyp2c19_veith. The drug is CS/C(N)=N/N=C/c1ccc([N+](=O)[O-])cc1.I. The result is 1 (inhibitor).